This data is from Forward reaction prediction with 1.9M reactions from USPTO patents (1976-2016). The task is: Predict the product of the given reaction. (1) The product is: [Cl:45][C:29]1[CH:30]=[CH:31][C:32]2[CH2:33][CH2:34][N:35]([C:39](=[O:44])[C:40]([F:42])([F:41])[F:43])[CH2:36][CH2:37][C:38]=2[C:28]=1[O:27][CH2:26][CH2:25][NH:24][C:7]([C:2]1[CH:3]=[CH:4][CH:5]=[CH:6][N:1]=1)=[O:9]. Given the reactants [N:1]1[CH:6]=[CH:5][CH:4]=[CH:3][C:2]=1[C:7]([OH:9])=O.C(Cl)CCl.C1C=CC2N(O)N=NC=2C=1.[NH2:24][CH2:25][CH2:26][O:27][C:28]1[C:38]2[CH2:37][CH2:36][N:35]([C:39](=[O:44])[C:40]([F:43])([F:42])[F:41])[CH2:34][CH2:33][C:32]=2[CH:31]=[CH:30][C:29]=1[Cl:45], predict the reaction product. (2) The product is: [Br:20][C:3]1[C:2]([NH2:1])=[N:7][CH:6]=[C:5]([CH:8]2[CH2:12][CH2:11][NH:10][CH2:9]2)[CH:4]=1. Given the reactants [NH2:1][C:2]1[N:7]=[CH:6][C:5]([CH:8]2[CH2:12][CH2:11][N:10](C(OC(C)(C)C)=O)[CH2:9]2)=[CH:4][C:3]=1[Br:20].C(O)(C(F)(F)F)=O, predict the reaction product.